Task: Predict the product of the given reaction.. Dataset: Forward reaction prediction with 1.9M reactions from USPTO patents (1976-2016) (1) Given the reactants C([O:3][C:4](=[O:34])[CH2:5][CH2:6][C:7]1[CH:12]=[CH:11][C:10]([O:13][CH2:14][C:15]2[N:16]([CH3:31])[N:17]=[C:18]([C:20]3[CH:25]=[CH:24][C:23]([O:26][C:27]([F:30])([F:29])[F:28])=[CH:22][CH:21]=3)[CH:19]=2)=[CH:9][C:8]=1[O:32][CH3:33])C.[Li+].[OH-], predict the reaction product. The product is: [CH3:33][O:32][C:8]1[CH:9]=[C:10]([O:13][CH2:14][C:15]2[N:16]([CH3:31])[N:17]=[C:18]([C:20]3[CH:21]=[CH:22][C:23]([O:26][C:27]([F:28])([F:29])[F:30])=[CH:24][CH:25]=3)[CH:19]=2)[CH:11]=[CH:12][C:7]=1[CH2:6][CH2:5][C:4]([OH:34])=[O:3]. (2) Given the reactants [F:1][C:2]([F:31])([F:30])[C:3]([C:14]1[CH:15]=[C:16]2[C:20](=[CH:21][CH:22]=1)[N:19]([C:23]1[CH:28]=[CH:27][C:26]([F:29])=[CH:25][CH:24]=1)[N:18]=[CH:17]2)([C:5]1[C:13]2[C:8](=[N:9][CH:10]=[CH:11][CH:12]=2)[NH:7][CH:6]=1)[OH:4].[OH-].[K+].I[CH2:35][C:36]([NH2:38])=[O:37], predict the reaction product. The product is: [F:31][C:2]([F:1])([F:30])[C:3]([C:5]1[C:13]2[C:8](=[N:9][CH:10]=[CH:11][CH:12]=2)[N:7]([CH2:35][C:36]([NH2:38])=[O:37])[CH:6]=1)([C:14]1[CH:15]=[C:16]2[C:20](=[CH:21][CH:22]=1)[N:19]([C:23]1[CH:28]=[CH:27][C:26]([F:29])=[CH:25][CH:24]=1)[N:18]=[CH:17]2)[OH:4]. (3) Given the reactants [CH3:1][C:2]1[N:7]=[N:6][C:5]2=[N:8][N:9]3[C:14](=[O:15])[CH:13]=[C:12]([CH:16]4[CH2:21][CH2:20][N:19](C(OC(C)(C)C)=O)[CH2:18][CH2:17]4)[NH:11][C:10]3=[C:4]2[C:3]=1[CH3:29].[ClH:30], predict the reaction product. The product is: [ClH:30].[CH3:1][C:2]1[N:7]=[N:6][C:5]2=[N:8][N:11]3[C:12]([CH:16]4[CH2:21][CH2:20][NH:19][CH2:18][CH2:17]4)=[CH:13][C:14](=[O:15])[NH:9][C:10]3=[C:4]2[C:3]=1[CH3:29].